Dataset: hERG potassium channel inhibition data for cardiac toxicity prediction from Karim et al.. Task: Regression/Classification. Given a drug SMILES string, predict its toxicity properties. Task type varies by dataset: regression for continuous values (e.g., LD50, hERG inhibition percentage) or binary classification for toxic/non-toxic outcomes (e.g., AMES mutagenicity, cardiotoxicity, hepatotoxicity). Dataset: herg_karim. The molecule is CC(C)(C)OC(=O)N1Cc2ccc(/C=C/C(=O)NO)cc2C1. The result is 0 (non-blocker).